Predict the product of the given reaction. From a dataset of Forward reaction prediction with 1.9M reactions from USPTO patents (1976-2016). (1) Given the reactants C([O:3][C:4](=[O:19])[CH2:5][CH2:6][C:7]([C:10]1[CH:15]=[CH:14][C:13]([O:16][CH3:17])=[C:12]([CH3:18])[CH:11]=1)([CH3:9])[CH3:8])C.C(O)C.[OH-].[K+], predict the reaction product. The product is: [CH3:17][O:16][C:13]1[CH:14]=[CH:15][C:10]([C:7]([CH3:8])([CH3:9])[CH2:6][CH2:5][C:4]([OH:19])=[O:3])=[CH:11][C:12]=1[CH3:18]. (2) Given the reactants [CH3:1][N:2]([CH3:24])[CH2:3][CH2:4][O:5][C:6]1[CH:11]=[CH:10][C:9]([C:12]2[C:20]3[C:15](=[CH:16][CH:17]=[C:18]([C:21]([NH2:23])=O)[CH:19]=3)[NH:14][N:13]=2)=[CH:8][CH:7]=1.COC(OC)[N:28]([CH3:30])C.[NH2:33]N, predict the reaction product. The product is: [NH:33]1[C:21]([C:18]2[CH:19]=[C:20]3[C:15](=[CH:16][CH:17]=2)[NH:14][N:13]=[C:12]3[C:9]2[CH:10]=[CH:11][C:6]([O:5][CH2:4][CH2:3][N:2]([CH3:24])[CH3:1])=[CH:7][CH:8]=2)=[N:23][CH:30]=[N:28]1. (3) Given the reactants C[N:2](C)/[CH:3]=[CH:4]/[C:5]([C:7]1[C:12](=[O:13])[CH:11]=[CH:10][N:9]([C:14]2[CH:19]=[CH:18][C:17]([S:20]([CH3:23])(=[O:22])=[O:21])=[CH:16][CH:15]=2)[N:8]=1)=O.[N:25]1[C:34]2[C:29](=[CH:30][CH:31]=[CH:32][CH:33]=2)[C:28]([NH:35]N)=[CH:27][CH:26]=1, predict the reaction product. The product is: [CH3:23][S:20]([C:17]1[CH:18]=[CH:19][C:14]([N:9]2[CH:10]=[CH:11][C:12](=[O:13])[C:7]([C:5]3[N:35]([C:28]4[C:29]5[C:34](=[CH:33][CH:32]=[CH:31][CH:30]=5)[N:25]=[CH:26][CH:27]=4)[N:2]=[CH:3][CH:4]=3)=[N:8]2)=[CH:15][CH:16]=1)(=[O:22])=[O:21]. (4) The product is: [Cl:10][CH2:11][C:12]([NH:6][C:4]([CH3:7])([CH3:5])[CH2:3][O:2][CH3:1])=[O:13]. Given the reactants [CH3:1][O:2][CH2:3][C:4]([CH3:7])([NH2:6])[CH3:5].[OH-].[Na+].[Cl:10][CH2:11][C:12](Cl)=[O:13].[Cl-].[NH4+], predict the reaction product. (5) Given the reactants [CH3:1][O:2][C:3]([C@H:5]([NH:16][C:17](=[O:26])[O:18][CH2:19][C:20]1[CH:25]=[CH:24][CH:23]=[CH:22][CH:21]=1)[CH2:6][C:7]1[CH:12]=[C:11]([CH3:13])[C:10]([NH2:14])=[C:9]([NH2:15])[CH:8]=1)=[O:4].[N:27]([O-])=O.[Na+].[OH-].[NH4+], predict the reaction product. The product is: [CH3:1][O:2][C:3]([C@H:5]([NH:16][C:17](=[O:26])[O:18][CH2:19][C:20]1[CH:25]=[CH:24][CH:23]=[CH:22][CH:21]=1)[CH2:6][C:7]1[CH:12]=[C:11]([CH3:13])[C:10]2[NH:14][N:27]=[N:15][C:9]=2[CH:8]=1)=[O:4]. (6) The product is: [OH:8][CH2:9][CH:10]1[N:15]2[C:16](=[O:22])[CH:17]=[C:18]([OH:21])[C:19]([OH:20])=[C:14]2[C:13](=[O:23])[N:12]([CH2:24][C:25]2[CH:26]=[CH:27][C:28]([F:31])=[CH:29][CH:30]=2)[CH2:11]1. Given the reactants C([O:8][CH2:9][CH:10]1[N:15]2[C:16](=[O:22])[CH:17]=[C:18]([OH:21])[C:19]([OH:20])=[C:14]2[C:13](=[O:23])[N:12]([CH2:24][C:25]2[CH:30]=[CH:29][C:28]([F:31])=[CH:27][CH:26]=2)[CH2:11]1)C1C=CC=CC=1, predict the reaction product. (7) Given the reactants [Cl:1][C:2]1[CH:3]=[C:4]([F:9])[C:5](F)=[N:6][CH:7]=1.[CH:10]1([C:13]#[N:14])[CH2:12][CH2:11]1.C[Si]([N-][Si](C)(C)C)(C)C.[K+], predict the reaction product. The product is: [Cl:1][C:2]1[CH:3]=[C:4]([F:9])[C:5]([C:10]2([C:13]#[N:14])[CH2:12][CH2:11]2)=[N:6][CH:7]=1.